This data is from Full USPTO retrosynthesis dataset with 1.9M reactions from patents (1976-2016). The task is: Predict the reactants needed to synthesize the given product. (1) Given the product [Br:8][C:3]1[C:4]([CH3:7])=[N:5][O:6][C:2]=1[NH:1][S:17]([C:11]1[CH:16]=[CH:15][CH:14]=[CH:13][CH:12]=1)(=[O:19])=[O:18], predict the reactants needed to synthesize it. The reactants are: [NH2:1][C:2]1[O:6][N:5]=[C:4]([CH3:7])[C:3]=1[Br:8].[H-].[Na+].[C:11]1([S:17](Cl)(=[O:19])=[O:18])[CH:16]=[CH:15][CH:14]=[CH:13][CH:12]=1.CO. (2) Given the product [F:30][C:21]([F:20])([F:29])[C:22]1[CH:23]=[C:24]([S:28][C@@H:6]2[CH2:7][C@H:8]([C:10]([O:12][CH3:13])=[O:11])[CH2:9]2)[CH:25]=[CH:26][CH:27]=1, predict the reactants needed to synthesize it. The reactants are: CS(O[CH:6]1[CH2:9][CH:8]([C:10]([O:12][CH3:13])=[O:11])[CH2:7]1)(=O)=O.C([O-])([O-])=O.[K+].[K+].[F:20][C:21]([F:30])([F:29])[C:22]1[CH:23]=[C:24]([SH:28])[CH:25]=[CH:26][CH:27]=1. (3) Given the product [F:19][C:17]1[C:18]2[C:10]3[CH2:9][NH:8][CH2:23][CH2:22][C:11]=3[N:12]([CH3:21])[C:13]=2[C:14]([CH3:20])=[CH:15][CH:16]=1, predict the reactants needed to synthesize it. The reactants are: C(OC([N:8]1[CH2:23][CH2:22][C:11]2[N:12]([CH3:21])[C:13]3[C:14]([CH3:20])=[CH:15][CH:16]=[C:17]([F:19])[C:18]=3[C:10]=2[CH2:9]1)=O)(C)(C)C.C(O)(C(F)(F)F)=O.C(Cl)Cl. (4) Given the product [C:1]([O:5][C:6]([N:8]1[CH2:13][CH2:12][CH:11]([O:14][C:61]2[CH:62]=[CH:63][C:58]([C:57](=[O:69])[NH:56][CH2:55][C:53]3[CH:54]=[C:49]([Cl:48])[CH:50]=[CH:51][C:52]=3[S:70]([CH2:73][CH3:74])(=[O:72])=[O:71])=[CH:59][C:60]=2[C:65]([F:66])([F:68])[F:67])[CH2:10][CH2:9]1)=[O:7])([CH3:4])([CH3:2])[CH3:3], predict the reactants needed to synthesize it. The reactants are: [C:1]([O:5][C:6]([N:8]1[CH2:13][CH2:12][CH:11]([OH:14])[CH2:10][CH2:9]1)=[O:7])([CH3:4])([CH3:3])[CH3:2].N(C(OC(C)C)=O)=NC(OC(C)C)=O.C1(P(C2C=CC=CC=2)C2C=CC=CC=2)C=CC=CC=1.[Cl:48][C:49]1[CH:50]=[CH:51][C:52]([S:70]([CH2:73][CH3:74])(=[O:72])=[O:71])=[C:53]([CH2:55][NH:56][C:57](=[O:69])[C:58]2[CH:63]=[CH:62][C:61](O)=[C:60]([C:65]([F:68])([F:67])[F:66])[CH:59]=2)[CH:54]=1. (5) Given the product [Cl:1][C:2]1[S:3][C:4]([CH2:7][O:8][NH2:9])=[CH:5][N:6]=1, predict the reactants needed to synthesize it. The reactants are: [Cl:1][C:2]1[S:3][C:4]([CH2:7][O:8][N:9]2C(=O)C3C(=CC=CC=3)C2=O)=[CH:5][N:6]=1.O.NN. (6) Given the product [Br:11][CH2:12][CH2:13][CH2:14][CH2:3][CH:4]1[CH2:9][CH:8]2[CH2:10][CH:5]1[CH:6]=[CH:7]2, predict the reactants needed to synthesize it. The reactants are: [Mg].Br[CH2:3][CH:4]1[CH2:9][CH:8]2[CH2:10][CH:5]1[CH:6]=[CH:7]2.[Br:11][CH2:12][CH2:13][CH2:14]Br.C(O)(=O)C. (7) Given the product [Cl:24][CH2:11][C:8]1[CH:9]=[CH:10][C:5]([S:2]([CH3:1])(=[O:4])=[O:3])=[CH:6][CH:7]=1, predict the reactants needed to synthesize it. The reactants are: [CH3:1][S:2]([C:5]1[CH:10]=[CH:9][C:8]([CH2:11]O)=[CH:7][CH:6]=1)(=[O:4])=[O:3].CCN(CC)CC.CS([Cl:24])(=O)=O.